From a dataset of Catalyst prediction with 721,799 reactions and 888 catalyst types from USPTO. Predict which catalyst facilitates the given reaction. (1) Reactant: [CH:1]1([CH2:4][O:5][C:6]2[C:11]([O:12][CH3:13])=[CH:10][CH:9]=[CH:8][C:7]=2/[CH:14]=[CH:15]/[C:16]2[N:17]=[C:18]3[N:22]([C:23]=2[C:24]([O:26]CC)=[O:25])[CH:21]=[CH:20][S:19]3)[CH2:3][CH2:2]1.O[Li].O.Cl. Product: [CH:1]1([CH2:4][O:5][C:6]2[C:11]([O:12][CH3:13])=[CH:10][CH:9]=[CH:8][C:7]=2/[CH:14]=[CH:15]/[C:16]2[N:17]=[C:18]3[N:22]([C:23]=2[C:24]([OH:26])=[O:25])[CH:21]=[CH:20][S:19]3)[CH2:3][CH2:2]1. The catalyst class is: 20. (2) Reactant: [CH2:1]([N:8]1[C:16]2[C:15](=[O:17])[NH:14][C:13](=[O:18])[NH:12][C:11]=2[N:10]=[CH:9]1)[C:2]1[CH:7]=[CH:6][CH:5]=[CH:4][CH:3]=1.[H-].[Na+].[C:21]([O:27][CH2:28]Cl)(=[O:26])[C:22]([CH3:25])([CH3:24])[CH3:23]. Product: [CH2:1]([N:8]1[C:16]2[C:15](=[O:17])[NH:14][C:13](=[O:18])[N:12]([CH2:28][O:27][C:21](=[O:26])[C:22]([CH3:25])([CH3:24])[CH3:23])[C:11]=2[N:10]=[CH:9]1)[C:2]1[CH:7]=[CH:6][CH:5]=[CH:4][CH:3]=1. The catalyst class is: 42. (3) Reactant: [NH:1]([C:13]([O:15][C:16]([CH3:19])([CH3:18])[CH3:17])=[O:14])[C@H:2]([C:10](O)=[O:11])[CH2:3][C:4]1[CH:9]=[CH:8][CH:7]=[CH:6][CH:5]=1.C[N:21]1CCOCC1.ClC(OCC)=O.[OH-].[NH4+]. Product: [C:16]([O:15][C:13]([NH:1][C@H:2]([C:10]([NH2:21])=[O:11])[CH2:3][C:4]1[CH:9]=[CH:8][CH:7]=[CH:6][CH:5]=1)=[O:14])([CH3:19])([CH3:18])[CH3:17]. The catalyst class is: 7. (4) Reactant: [NH:1]1[CH2:6][CH2:5][O:4][CH2:3][CH2:2]1.Br[C:8]1[S:12][C:11]([CH3:13])=[N:10][C:9]=1[C:14]1[CH:34]=[CH:33][C:17]([O:18][CH2:19][CH2:20][CH2:21][CH2:22][CH2:23][O:24][C:25]2[CH:32]=[CH:31][C:28]([C:29]#[N:30])=[CH:27][CH:26]=2)=[CH:16][CH:15]=1. Product: [CH3:13][C:11]1[S:12][C:8]([N:1]2[CH2:6][CH2:5][O:4][CH2:3][CH2:2]2)=[C:9]([C:14]2[CH:15]=[CH:16][C:17]([O:18][CH2:19][CH2:20][CH2:21][CH2:22][CH2:23][O:24][C:25]3[CH:26]=[CH:27][C:28]([C:29]#[N:30])=[CH:31][CH:32]=3)=[CH:33][CH:34]=2)[N:10]=1. The catalyst class is: 13.